From a dataset of Full USPTO retrosynthesis dataset with 1.9M reactions from patents (1976-2016). Predict the reactants needed to synthesize the given product. Given the product [N+:1]([C:4]1[CH:5]=[CH:6][C:7]([N:10]2[CH2:15][CH2:14][O:13][CH2:12][C:11]2=[O:17])=[CH:8][CH:9]=1)([O-:3])=[O:2], predict the reactants needed to synthesize it. The reactants are: [N+:1]([C:4]1[CH:9]=[CH:8][C:7]([N:10]2[CH2:15][CH2:14][O:13][CH2:12][CH2:11]2)=[CH:6][CH:5]=1)([O-:3])=[O:2].[Mn]([O-])(=O)(=O)=[O:17].[K+].[O-]S([O-])=O.[Na+].[Na+].